This data is from Catalyst prediction with 721,799 reactions and 888 catalyst types from USPTO. The task is: Predict which catalyst facilitates the given reaction. (1) Reactant: [Cl:1][C:2]1[C:3]([NH:15][CH:16]2[CH2:26][CH2:25][C:19]3([CH2:24][CH2:23][NH:22][CH2:21][CH2:20]3)[CH2:18][CH2:17]2)=[N:4][C:5]([NH:8][C:9]2[CH:10]=[N:11][N:12]([CH3:14])[CH:13]=2)=[N:6][CH:7]=1.CCN(CC)CC.[CH3:34][S:35](Cl)(=[O:37])=[O:36]. Product: [Cl:1][C:2]1[C:3]([NH:15][CH:16]2[CH2:26][CH2:25][C:19]3([CH2:24][CH2:23][N:22]([S:35]([CH3:34])(=[O:37])=[O:36])[CH2:21][CH2:20]3)[CH2:18][CH2:17]2)=[N:4][C:5]([NH:8][C:9]2[CH:10]=[N:11][N:12]([CH3:14])[CH:13]=2)=[N:6][CH:7]=1. The catalyst class is: 64. (2) Product: [CH2:26]([O:24][CH:12]([CH2:11][CH2:10][CH2:9][CH2:8][CH2:7][CH2:6][CH2:5][CH2:4][CH2:3][CH2:2][CH3:1])[CH2:13][CH2:14][CH2:15][CH2:16][CH2:17][CH2:18][CH2:19][CH2:20][CH2:21][CH2:22][CH3:23])[CH2:27][CH2:28][CH3:29]. Reactant: [CH3:1][CH2:2][CH2:3][CH2:4][CH2:5][CH2:6][CH2:7][CH2:8][CH2:9][CH2:10][CH2:11][CH:12]([O-:24])[CH2:13][CH2:14][CH2:15][CH2:16][CH2:17][CH2:18][CH2:19][CH2:20][CH2:21][CH2:22][CH3:23].[Na+].[CH2:26](Cl)[CH2:27][CH2:28][CH3:29]. The catalyst class is: 1. (3) Reactant: [Cl:1][C:2]1[CH:7]=[C:6]([CH3:8])[N:5]=[C:4]([NH2:9])[N:3]=1.[O:10](C(OC(C)(C)C)=O)[C:11]([O:13][C:14]([CH3:17])([CH3:16])[CH3:15])=O. Product: [Cl:1][C:2]1[CH:7]=[C:6]([CH3:8])[N:5]=[C:4]([N:9]([C:11]([O:13][C:14]([CH3:17])([CH3:16])[CH3:15])=[O:10])[C:11]([O:13][C:14]([CH3:17])([CH3:16])[CH3:15])=[O:10])[N:3]=1. The catalyst class is: 142. (4) Reactant: [CH3:1][C:2]1[CH:10]=[CH:9][C:5]([C:6]([OH:8])=O)=[C:4]([N:11]2[CH2:16][CH2:15][CH:14]([CH3:17])[CH2:13][CH2:12]2)[CH:3]=1.O.O[N:20]1[C:24]2[CH:25]=[CH:26][CH:27]=[CH:28][C:23]=2N=N1.CN(C)CC[CH2:33][N:34]=[C:35]=[N:36][CH2:37][CH3:38].C(O[CH2:44][CH3:45])(=O)C.C[N:47](C)C=O. Product: [CH3:1][C:2]1[CH:10]=[CH:9][C:5]([C:6]([NH:47][C:38]2[CH:37]=[N:36][C:35]([NH:34][CH2:33][CH2:23][C:28]3[CH:27]=[CH:26][CH:25]=[CH:24][N:20]=3)=[CH:44][CH:45]=2)=[O:8])=[C:4]([N:11]2[CH2:16][CH2:15][CH:14]([CH3:17])[CH2:13][CH2:12]2)[CH:3]=1. The catalyst class is: 6. (5) Reactant: [H-].[Na+].[OH:3][CH:4]1[CH2:7][N:6]([C:8]2[CH:17]=[C:16]([C:18]([NH:20][CH2:21][C@H:22]3[CH2:27][CH2:26][C@H:25]([CH2:28][NH:29][C:30](=[O:36])[O:31][C:32]([CH3:35])([CH3:34])[CH3:33])[CH2:24][CH2:23]3)=[O:19])[C:15]3[C:10](=[CH:11][CH:12]=[CH:13][CH:14]=3)[N:9]=2)[CH2:5]1.Cl.Cl[CH2:39][CH2:40][N:41]([CH3:43])[CH3:42]. Product: [CH3:42][N:41]([CH3:43])[CH2:40][CH2:39][O:3][CH:4]1[CH2:5][N:6]([C:8]2[CH:17]=[C:16]([C:18]([NH:20][CH2:21][C@H:22]3[CH2:23][CH2:24][C@H:25]([CH2:28][NH:29][C:30](=[O:36])[O:31][C:32]([CH3:33])([CH3:35])[CH3:34])[CH2:26][CH2:27]3)=[O:19])[C:15]3[C:10](=[CH:11][CH:12]=[CH:13][CH:14]=3)[N:9]=2)[CH2:7]1. The catalyst class is: 3. (6) Reactant: [H-].[Na+].[C:3]([O:7][C:8](=[O:21])[NH:9][CH2:10][CH2:11][CH2:12][N:13]([C:15]1[S:19][N:18]=[C:17](Cl)[N:16]=1)[CH3:14])([CH3:6])([CH3:5])[CH3:4].[NH:22]1[CH:26]=[CH:25][N:24]=[CH:23]1. Product: [C:3]([O:7][C:8](=[O:21])[NH:9][CH2:10][CH2:11][CH2:12][N:13]([C:15]1[S:19][N:18]=[C:17]([N:22]2[CH:26]=[CH:25][N:24]=[CH:23]2)[N:16]=1)[CH3:14])([CH3:6])([CH3:5])[CH3:4]. The catalyst class is: 550. (7) The catalyst class is: 9. Reactant: [CH2:1]([O:8][C:9]1[CH:18]=[C:17]2[C:12]([C:13](O)=[C:14]([N+:19]([O-:21])=[O:20])[CH:15]=[N:16]2)=[CH:11][CH:10]=1)[C:2]1[CH:7]=[CH:6][CH:5]=[CH:4][CH:3]=1.P(Cl)(Cl)([Cl:25])=O. Product: [CH2:1]([O:8][C:9]1[CH:18]=[C:17]2[C:12]([C:13]([Cl:25])=[C:14]([N+:19]([O-:21])=[O:20])[CH:15]=[N:16]2)=[CH:11][CH:10]=1)[C:2]1[CH:7]=[CH:6][CH:5]=[CH:4][CH:3]=1.